This data is from Full USPTO retrosynthesis dataset with 1.9M reactions from patents (1976-2016). The task is: Predict the reactants needed to synthesize the given product. (1) Given the product [CH2:1]([O:3][P:4]([CH:9]([OH:29])[CH2:10][C@@H:11]([OH:28])[C@@H:12]([OH:27])[C@@H:13]([OH:26])[CH2:14][N:15]([CH:16]=[O:17])[OH:18])(=[O:8])[O:5][CH2:6][CH3:7])[CH3:2], predict the reactants needed to synthesize it. The reactants are: [CH2:1]([O:3][P:4]([CH:9]([OH:29])[CH2:10][C@@H:11]([OH:28])[C@@H:12]([OH:27])[C@@H:13]([OH:26])[CH2:14][N:15]([O:18]CC1C=CC=CC=1)[CH:16]=[O:17])(=[O:8])[O:5][CH2:6][CH3:7])[CH3:2].CC1C=C2N=C3C(=NC(NC3=O)=O)N(C[C@H](O)[C@H](O)[C@H](O)CO)C2=CC=1C. (2) Given the product [CH:1]1([S:6]([C:8]2[CH:9]=[C:10]([CH:42]=[CH:43][CH:44]=2)[CH2:11][O:12][CH2:13][CH2:14][O:15][C:16]2[CH:17]=[CH:18][C:19]([CH2:22][CH2:23][N:24]3[CH2:28][C@@H:27]([C:29]4[CH:40]=[CH:39][C:32]5[O:33][C:34]([CH3:38])([CH3:37])[O:35][CH2:36][C:31]=5[CH:30]=4)[O:26][C:25]3=[O:41])=[CH:20][CH:21]=2)(=[O:50])=[O:7])[CH2:2][CH2:3][CH2:4][CH2:5]1, predict the reactants needed to synthesize it. The reactants are: [CH:1]1([S:6]([C:8]2[CH:9]=[C:10]([CH:42]=[CH:43][CH:44]=2)[CH2:11][O:12][CH2:13][CH2:14][O:15][C:16]2[CH:21]=[CH:20][C:19]([CH2:22][CH2:23][N:24]3[CH2:28][C@@H:27]([C:29]4[CH:40]=[CH:39][C:32]5[O:33][C:34]([CH3:38])([CH3:37])[O:35][CH2:36][C:31]=5[CH:30]=4)[O:26][C:25]3=[O:41])=[CH:18][CH:17]=2)=[O:7])[CH2:5][CH2:4][CH2:3][CH2:2]1.ClC1C=C(C=CC=1)C(OO)=[O:50]. (3) Given the product [CH3:22][O:14][C:13](=[O:15])[CH:12]([C:7]1[CH:6]=[CH:5][C:4]2[C:9](=[CH:10][CH:11]=[C:2]([OH:1])[CH:3]=2)[CH:8]=1)[CH3:16], predict the reactants needed to synthesize it. The reactants are: [OH:1][C:2]1[CH:3]=[C:4]2[C:9](=[CH:10][CH:11]=1)[CH:8]=[C:7]([CH:12]([CH3:16])[C:13]([OH:15])=[O:14])[CH:6]=[CH:5]2.OS(O)(=O)=O.[C:22]([O-])(O)=O.[Na+].O.